This data is from Forward reaction prediction with 1.9M reactions from USPTO patents (1976-2016). The task is: Predict the product of the given reaction. (1) The product is: [CH3:31][N:7]1[C:2](=[O:1])[CH:3]=[CH:4][C:5]([CH2:8][N:9]2[C:17]3[C:12](=[CH:13][CH:14]=[CH:15][CH:16]=3)[C:11]3([C:21]4=[CH:22][C:23]5[O:27][CH2:26][O:25][C:24]=5[CH:28]=[C:20]4[O:19][CH2:18]3)[C:10]2=[O:29])=[CH:6]1. Given the reactants [O:1]=[C:2]1[NH:7][CH:6]=[C:5]([CH2:8][N:9]2[C:17]3[C:12](=[CH:13][CH:14]=[CH:15][CH:16]=3)[C:11]3([C:21]4=[CH:22][C:23]5[O:27][CH2:26][O:25][C:24]=5[CH:28]=[C:20]4[O:19][CH2:18]3)[C:10]2=[O:29])[CH:4]=[CH:3]1.Br[C:31]1C=CC=C2C=1C=CN2.CI.BrCCCCC, predict the reaction product. (2) Given the reactants [NH2:1][C:2]1[CH:7]=[CH:6][C:5]([CH2:8][CH2:9][N:10]2[C:15]3[N:16]=[C:17]([NH:20][CH2:21][CH2:22][CH2:23][CH2:24][N:25]([CH2:28][CH3:29])[CH2:26][CH3:27])[N:18]=[CH:19][C:14]=3[CH:13]=[C:12]([C:30]3[CH:35]=[CH:34][CH:33]=[CH:32][C:31]=3[Cl:36])[C:11]2=[O:37])=[CH:4][CH:3]=1.[C:38](Cl)(=[O:41])[CH:39]=[CH2:40], predict the reaction product. The product is: [Cl:36][C:31]1[CH:32]=[CH:33][CH:34]=[CH:35][C:30]=1[C:12]1[C:11](=[O:37])[N:10]([CH2:9][CH2:8][C:5]2[CH:6]=[CH:7][C:2]([NH:1][C:38](=[O:41])[CH:39]=[CH2:40])=[CH:3][CH:4]=2)[C:15]2[N:16]=[C:17]([NH:20][CH2:21][CH2:22][CH2:23][CH2:24][N:25]([CH2:28][CH3:29])[CH2:26][CH3:27])[N:18]=[CH:19][C:14]=2[CH:13]=1. (3) Given the reactants [Br:1][C:2]1[CH:10]=[C:9]2[C:5]([CH2:6][CH2:7][C:8]2=[O:11])=[C:4]([C:12]([F:15])([F:14])[F:13])[CH:3]=1.[BH4-].[Na+].Cl, predict the reaction product. The product is: [Br:1][C:2]1[CH:10]=[C:9]2[C:5]([CH2:6][CH2:7][CH:8]2[OH:11])=[C:4]([C:12]([F:13])([F:14])[F:15])[CH:3]=1.